This data is from Peptide-MHC class II binding affinity with 134,281 pairs from IEDB. The task is: Regression. Given a peptide amino acid sequence and an MHC pseudo amino acid sequence, predict their binding affinity value. This is MHC class II binding data. (1) The peptide sequence is PCYFIDPMHPVTT. The MHC is DRB1_0301 with pseudo-sequence DRB1_0301. The binding affinity (normalized) is 0.157. (2) The peptide sequence is SFGIVVAWQVKLLPV. The MHC is DRB5_0101 with pseudo-sequence DRB5_0101. The binding affinity (normalized) is 0.859. (3) The peptide sequence is AALMMAVSLMVGVSI. The MHC is DRB1_0701 with pseudo-sequence DRB1_0701. The binding affinity (normalized) is 0.127. (4) The peptide sequence is CKDIKLSDISLKLTS. The MHC is HLA-DPA10301-DPB10402 with pseudo-sequence HLA-DPA10301-DPB10402. The binding affinity (normalized) is 0.643.